This data is from Full USPTO retrosynthesis dataset with 1.9M reactions from patents (1976-2016). The task is: Predict the reactants needed to synthesize the given product. (1) Given the product [C:33]([NH:1][C:2]1[N:7]=[C:6]([C:8]2[CH:9]=[CH:10][C:11]([Cl:31])=[C:12]([CH:30]=2)[C:13]([NH:15][C:16]2[N:20]([C:21]3[CH:26]=[CH:25][CH:24]=[CH:23][CH:22]=3)[N:19]=[C:18]([C:27]([NH2:29])=[O:28])[CH:17]=2)=[O:14])[C:5]([F:32])=[CH:4][CH:3]=1)(=[O:35])[CH3:34], predict the reactants needed to synthesize it. The reactants are: [NH2:1][C:2]1[N:7]=[C:6]([C:8]2[CH:9]=[CH:10][C:11]([Cl:31])=[C:12]([CH:30]=2)[C:13]([NH:15][C:16]2[N:20]([C:21]3[CH:26]=[CH:25][CH:24]=[CH:23][CH:22]=3)[N:19]=[C:18]([C:27]([NH2:29])=[O:28])[CH:17]=2)=[O:14])[C:5]([F:32])=[CH:4][CH:3]=1.[C:33](OC(=O)C)(=[O:35])[CH3:34].O.C(=O)([O-])[O-].[K+].[K+]. (2) Given the product [NH2:7][CH2:8][C:9]([CH3:47])([CH3:46])[CH2:10][NH:11][C:12](=[O:45])[C:13]1[CH:18]=[CH:17][C:16]([NH:19][C:20]2[CH:25]=[C:24]([NH:26][CH2:27][C:28]3[CH:33]=[CH:32][C:31]([O:34][CH2:35][CH2:36][CH2:37][Br:38])=[CH:30][CH:29]=3)[N:23]=[C:22]([O:39][CH2:40][C:41]([F:44])([F:43])[F:42])[N:21]=2)=[N:15][CH:14]=1, predict the reactants needed to synthesize it. The reactants are: C(OC(=O)[NH:7][CH2:8][C:9]([CH3:47])([CH3:46])[CH2:10][NH:11][C:12](=[O:45])[C:13]1[CH:18]=[CH:17][C:16]([NH:19][C:20]2[CH:25]=[C:24]([NH:26][CH2:27][C:28]3[CH:33]=[CH:32][C:31]([O:34][CH2:35][CH2:36][CH2:37][Br:38])=[CH:30][CH:29]=3)[N:23]=[C:22]([O:39][CH2:40][C:41]([F:44])([F:43])[F:42])[N:21]=2)=[N:15][CH:14]=1)(C)(C)C.C(O)(C(F)(F)F)=O. (3) Given the product [C:1]1([S:7]([O:10][C:11]2[CH:21]=[CH:20][C:14]3[S:15][CH:16]=[C:17]([C:18]([OH:29])=[O:19])[C:13]=3[CH:12]=2)(=[O:8])=[O:9])[CH:6]=[CH:5][CH:4]=[CH:3][CH:2]=1, predict the reactants needed to synthesize it. The reactants are: [C:1]1([S:7]([O:10][C:11]2[CH:21]=[CH:20][C:14]3[S:15][CH:16]=[C:17]([CH2:18][OH:19])[C:13]=3[CH:12]=2)(=[O:9])=[O:8])[CH:6]=[CH:5][CH:4]=[CH:3][CH:2]=1.C1(S(OC2C=CC(SCC#C)=CC=2)(=O)=[O:29])C=CC=CC=1.Cl[O-].[Na+].S(=O)(=O)(O)O.S([O-])([O-])=O.[Na+].[Na+].Cl([O-])=O.[Na+].OO. (4) Given the product [CH2:64]([O:15][C:16]1[CH:17]=[C:18]([C:22]2([C:39]3[CH:44]=[CH:43][N:42]=[CH:41][CH:40]=3)[C:30]3[C:25](=[N:26][CH:27]=[CH:28][CH:29]=3)[C:24]([NH2:31])=[N:23]2)[CH:19]=[CH:20][CH:21]=1)[CH:65]([CH3:68])[CH3:66], predict the reactants needed to synthesize it. The reactants are: N(C(OC(C)C)=O)=NC(OC(C)C)=O.[OH:15][C:16]1[CH:17]=[C:18]([C:22]2([C:39]3[CH:44]=[CH:43][N:42]=[CH:41][CH:40]=3)[C:30]3[C:25](=[N:26][CH:27]=[CH:28][CH:29]=3)[C:24]([NH:31]C(=O)OC(C)(C)C)=[N:23]2)[CH:19]=[CH:20][CH:21]=1.C1(P(C2C=CC=CC=2)C2C=CC=CC=2)C=CC=CC=1.[CH3:64][CH:65]([CH3:68])[CH2:66]O.Cl.O. (5) Given the product [C:26]([NH:1][C:2]1[N:7]=[C:6]([C:8]([NH:10][CH:11]([C:13]2[CH:14]=[N:15][C:16]([O:20][CH2:21][C:22]([F:24])([F:23])[F:25])=[C:17]([Cl:19])[CH:18]=2)[CH3:12])=[O:9])[CH:5]=[CH:4][N:3]=1)(=[O:28])[CH3:27], predict the reactants needed to synthesize it. The reactants are: [NH2:1][C:2]1[N:7]=[C:6]([C:8]([NH:10][CH:11]([C:13]2[CH:14]=[N:15][C:16]([O:20][CH2:21][C:22]([F:25])([F:24])[F:23])=[C:17]([Cl:19])[CH:18]=2)[CH3:12])=[O:9])[CH:5]=[CH:4][N:3]=1.[C:26](Cl)(=[O:28])[CH3:27].